Dataset: Reaction yield outcomes from USPTO patents with 853,638 reactions. Task: Predict the reaction yield, written as a fraction of the theoretical maximum amount of product (1.0 means a 100% yield; for example, 0.34 means a 34% yield). (1) The reactants are [Cl:1][C:2]1[C:11]([C:12](Cl)=[O:13])=[C:10]([CH3:15])[C:9]2[C:4](=[CH:5][C:6]([C:16]([F:19])([F:18])[F:17])=[CH:7][CH:8]=2)[N:3]=1.[F:20][C:21]1[CH:22]=[C:23]([CH:26]=[CH:27][CH:28]=1)[CH2:24][NH2:25].CCN(C(C)C)C(C)C.O. The catalyst is O1CCOCC1.CCOC(C)=O. The product is [Cl:1][C:2]1[C:11]([C:12]([NH:25][CH2:24][C:23]2[CH:26]=[CH:27][CH:28]=[C:21]([F:20])[CH:22]=2)=[O:13])=[C:10]([CH3:15])[C:9]2[C:4](=[CH:5][C:6]([C:16]([F:19])([F:18])[F:17])=[CH:7][CH:8]=2)[N:3]=1. The yield is 0.970. (2) The reactants are [Cl:1][C:2]1[CH:3]=[CH:4][C:5]2[S:9][C:8]([S:10]([NH:13][C:14]3[CH:15]=[C:16]([CH:20]=[CH:21][CH:22]=3)[C:17]([OH:19])=[O:18])(=[O:12])=[O:11])=[C:7]([CH3:23])[C:6]=2[CH:24]=1.[CH2:25](O)[CH2:26][CH2:27][CH2:28][CH3:29]. No catalyst specified. The product is [Cl:1][C:2]1[CH:3]=[CH:4][C:5]2[S:9][C:8]([S:10]([NH:13][C:14]3[CH:15]=[C:16]([CH:20]=[CH:21][CH:22]=3)[C:17]([O:19][CH2:25][CH2:26][CH2:27][CH2:28][CH3:29])=[O:18])(=[O:12])=[O:11])=[C:7]([CH3:23])[C:6]=2[CH:24]=1. The yield is 0.760. (3) The reactants are S(Cl)(Cl)=O.[C:5]([N:8]1[CH2:13][CH2:12][CH:11]([C:14]([OH:16])=O)[CH2:10][CH2:9]1)(=[O:7])[CH3:6].[CH2:17]1[C:23]2[CH:24]=[CH:25][CH:26]=[CH:27][C:22]=2[CH2:21][CH2:20][N:19]([C:28](=[O:33])[C:29]([F:32])([F:31])[F:30])[CH2:18]1.[Cl-].[Cl-].[Cl-].[Al+3]. The catalyst is ClCCl. The product is [C:5]([N:8]1[CH2:9][CH2:10][CH:11]([C:14]([C:25]2[CH:26]=[CH:27][C:22]3[CH2:21][CH2:20][N:19]([C:28](=[O:33])[C:29]([F:31])([F:30])[F:32])[CH2:18][CH2:17][C:23]=3[CH:24]=2)=[O:16])[CH2:12][CH2:13]1)(=[O:7])[CH3:6]. The yield is 0.656. (4) The catalyst is CCCCCC.CCOCC. The yield is 0.137. The reactants are [Li]CCCC.[CH3:6][N:7]1[CH:11]=[CH:10][N:9]=[CH:8]1.[NH2:12][C:13]1[CH:21]=[CH:20][C:19]([Cl:22])=[CH:18][C:14]=1[C:15](O)=[O:16].[NH4+].[Cl-]. The product is [NH2:12][C:13]1[CH:21]=[CH:20][C:19]([Cl:22])=[CH:18][C:14]=1[C:15]([C:8]1[N:7]([CH3:6])[CH:11]=[CH:10][N:9]=1)=[O:16]. (5) The reactants are [CH3:1][N:2]1[CH2:7][CH2:6][N:5]([C:8]2[C:13]([CH:14]=[O:15])=[CH:12][CH:11]=[CH:10][N:9]=2)[C@@H:4]([C:16]2[CH:21]=[CH:20][CH:19]=[CH:18][CH:17]=2)[CH2:3]1.[BH4-].[Na+].Cl.C(=O)(O)[O-].[Na+]. The product is [OH:15][CH2:14][C:13]1[C:8]([N:5]2[CH2:6][CH2:7][N:2]([CH3:1])[CH2:3][C@@H:4]2[C:16]2[CH:21]=[CH:20][CH:19]=[CH:18][CH:17]=2)=[N:9][CH:10]=[CH:11][CH:12]=1. The catalyst is CO.O. The yield is 0.733. (6) The yield is 0.250. The catalyst is C(#N)C.C1CCC(P(C2CCCCC2)C2CCCCC2)CC1.C1CCC(P(C2CCCCC2)C2CCCCC2)CC1.Cl[Pd]Cl.CCCCCC.C(OCC)(=O)C. The product is [CH3:15][O:16][C:17]1[CH:22]=[CH:21][C:20]([C:2]2[CH:11]=[CH:10][C:5]([C:6]([O:8][CH3:9])=[O:7])=[C:4]([N+:12]([O-:14])=[O:13])[CH:3]=2)=[CH:19][CH:18]=1. The reactants are Cl[C:2]1[CH:11]=[CH:10][C:5]([C:6]([O:8][CH3:9])=[O:7])=[C:4]([N+:12]([O-:14])=[O:13])[CH:3]=1.[CH3:15][O:16][C:17]1[CH:22]=[CH:21][C:20](B(O)O)=[CH:19][CH:18]=1.[F-].[Cs+].O. (7) The reactants are [Cl:1][C:2]1[CH:3]=[CH:4][C:5]([C:11]([F:14])([F:13])[F:12])=[C:6](B(O)O)[CH:7]=1.FC(F)(F)S(O[C:21]1[CH2:26][CH2:25][N:24]([C:27]([O:29][C:30]([CH3:33])([CH3:32])[CH3:31])=[O:28])[CH2:23][CH:22]=1)(=O)=O.C(=O)([O-])[O-].[Na+].[Na+].COCCOC. The catalyst is O.C1C=CC([P]([Pd]([P](C2C=CC=CC=2)(C2C=CC=CC=2)C2C=CC=CC=2)([P](C2C=CC=CC=2)(C2C=CC=CC=2)C2C=CC=CC=2)[P](C2C=CC=CC=2)(C2C=CC=CC=2)C2C=CC=CC=2)(C2C=CC=CC=2)C2C=CC=CC=2)=CC=1. The product is [Cl:1][C:2]1[CH:3]=[CH:4][C:5]([C:11]([F:14])([F:13])[F:12])=[C:6]([C:21]2[CH2:26][CH2:25][N:24]([C:27]([O:29][C:30]([CH3:33])([CH3:32])[CH3:31])=[O:28])[CH2:23][CH:22]=2)[CH:7]=1. The yield is 0.840.